From a dataset of Full USPTO retrosynthesis dataset with 1.9M reactions from patents (1976-2016). Predict the reactants needed to synthesize the given product. Given the product [Br:1][C:2]1[CH:3]=[CH:4][C:5]([CH2:6][C@H:7]2[C@@H:12]([OH:13])[CH:11]=[CH:10][S:9][CH2:8]2)=[CH:14][CH:15]=1, predict the reactants needed to synthesize it. The reactants are: [Br:1][C:2]1[CH:15]=[CH:14][C:5]([CH2:6][CH:7]2[C:12](=[O:13])[CH:11]=[CH:10][S:9][CH2:8]2)=[CH:4][CH:3]=1.[BH4-].[Na+].